The task is: Predict which catalyst facilitates the given reaction.. This data is from Catalyst prediction with 721,799 reactions and 888 catalyst types from USPTO. (1) Reactant: [F:1][C:2]1[C:3]([CH2:21][NH:22][C:23]([C@@H:25]2[CH2:29][C@@H:28]([F:30])[C@H:27]([CH3:31])[N:26]2[S:32]([C:35]2[CH:40]=[CH:39][C:38]([F:41])=[CH:37][CH:36]=2)(=[O:34])=[O:33])=[O:24])=[CH:4][C:5]([C:8]2[CH2:13][CH2:12][N:11](C(OC(C)(C)C)=O)[CH2:10][CH:9]=2)=[N:6][CH:7]=1.Cl. Product: [F:30][C@H:28]1[C@H:27]([CH3:31])[N:26]([S:32]([C:35]2[CH:36]=[CH:37][C:38]([F:41])=[CH:39][CH:40]=2)(=[O:33])=[O:34])[C@H:25]([C:23]([NH:22][CH2:21][C:3]2[C:2]([F:1])=[CH:7][N:6]=[C:5]([C:8]3[CH2:13][CH2:12][NH:11][CH2:10][CH:9]=3)[CH:4]=2)=[O:24])[CH2:29]1. The catalyst class is: 12. (2) Reactant: [NH2:1][C:2]1[C:3]([F:22])=[C:4]([C:18]([F:21])=[CH:19][CH:20]=1)[C:5]([C:7]1[C:15]2[C:10](=[N:11][CH:12]=[C:13]([C:16]#[N:17])[CH:14]=2)[NH:9][CH:8]=1)=[O:6].[CH3:23][N:24]([CH3:29])[S:25](Cl)(=[O:27])=[O:26]. Product: [C:16]([C:13]1[CH:14]=[C:15]2[C:7]([C:5]([C:4]3[C:3]([F:22])=[C:2]([NH:1][S:25]([N:24]([CH3:29])[CH3:23])(=[O:27])=[O:26])[CH:20]=[CH:19][C:18]=3[F:21])=[O:6])=[CH:8][NH:9][C:10]2=[N:11][CH:12]=1)#[N:17]. The catalyst class is: 17.